From a dataset of Retrosynthesis with 50K atom-mapped reactions and 10 reaction types from USPTO. Predict the reactants needed to synthesize the given product. (1) Given the product O=C(c1cc2cc(Cl)sc2[nH]1)N1CCN2CCCC2C1, predict the reactants needed to synthesize it. The reactants are: C1CC2CNCCN2C1.CCOC(=O)c1cc2cc(Cl)sc2[nH]1. (2) The reactants are: CC(C)(C)OC(=O)N[C@@H](Cc1ccc(I)c(Br)c1)c1ncc(-c2ccccc2)[nH]1.C[Si](C)(C)CCOCCl. Given the product CC(C)(C)OC(=O)N[C@@H](Cc1ccc(I)c(Br)c1)c1ncc(-c2ccccc2)n1COCC[Si](C)(C)C, predict the reactants needed to synthesize it. (3) Given the product CCCN(CCO)C(=O)Nc1ccc(N2CCN(c3ccc(OC)cc3)CC2)cc1, predict the reactants needed to synthesize it. The reactants are: CCCNCCO.COc1ccc(N2CCN(c3ccc(N=C=O)cc3)CC2)cc1. (4) Given the product COC(=O)CC(Cc1ccc(O)cc1)c1nc(C(F)(F)F)cs1, predict the reactants needed to synthesize it. The reactants are: COC(=O)CC(Cc1ccc(OCc2ccccc2)cc1)c1nc(C(F)(F)F)cs1. (5) The reactants are: CCOC(=O)c1cn(C)c2cnc3cc(F)c(F)cc3c2c1=O.Fc1ccc(N2CCNCC2)cc1. Given the product CCOC(=O)c1cn(C)c2cnc3cc(N4CCN(c5ccc(F)cc5)CC4)c(F)cc3c2c1=O, predict the reactants needed to synthesize it. (6) Given the product CNC(=O)CCC(=O)N1CC[C@H](O[C@H](C)c2cc(C(F)(F)F)cc(C(F)(F)F)c2)[C@H](c2ccccc2)C1, predict the reactants needed to synthesize it. The reactants are: CN.C[C@@H](O[C@H]1CCN(C(=O)CCC(=O)O)C[C@H]1c1ccccc1)c1cc(C(F)(F)F)cc(C(F)(F)F)c1.